The task is: Predict which catalyst facilitates the given reaction.. This data is from Catalyst prediction with 721,799 reactions and 888 catalyst types from USPTO. (1) Reactant: C(OC([NH:11][CH2:12][CH2:13][NH:14][C@H:15]([CH2:20][O:21][C:22]([CH3:25])([CH3:24])[CH3:23])[C:16](OC)=[O:17])=O)C1C=CC=CC=1.C(OC(C)C)(C)C.O.C(Cl)Cl.C(O)(C)C. Product: [C:22]([O:21][CH2:20][C@H:15]1[NH:14][CH2:13][CH2:12][NH:11][C:16]1=[O:17])([CH3:25])([CH3:24])[CH3:23]. The catalyst class is: 5. (2) Reactant: [F:1][C:2]1([F:26])[C:8]([CH3:10])([CH3:9])[O:7][CH2:6][C:5](=O)[NH:4][C@@:3]1([C:13]1[CH:18]=[C:17]([CH:19]2[CH2:24][CH2:23][O:22][CH2:21][CH2:20]2)[CH:16]=[CH:15][C:14]=1[F:25])[CH3:12].COC1C=CC(P2(SP(C3C=CC(OC)=CC=3)(=S)S2)=[S:36])=CC=1. Product: [F:1][C:2]1([F:26])[C:8]([CH3:10])([CH3:9])[O:7][CH2:6][C:5](=[S:36])[NH:4][C@@:3]1([C:13]1[CH:18]=[C:17]([CH:19]2[CH2:24][CH2:23][O:22][CH2:21][CH2:20]2)[CH:16]=[CH:15][C:14]=1[F:25])[CH3:12]. The catalyst class is: 12. (3) Reactant: C([O:5][C:6](=[N:34][NH:35][C:36]([NH2:38])=[O:37])[CH2:7][C@H:8]([NH:11][C:12](=[O:33])[C@H:13]([CH2:29][CH:30]([CH3:32])[CH3:31])[NH:14][C:15](=[O:28])[CH2:16][NH:17][C:18]1[C:27]2[C:22](=[CH:23][CH:24]=[CH:25][CH:26]=2)[CH:21]=[CH:20][CH:19]=1)[CH:9]=[O:10])(C)(C)C.C1(OC)C=CC=CC=1.FC(F)(F)C(O)=O. Product: [C:18]1([NH:17][CH2:16][C:15]([NH:14][C@H:13]([C:12]([NH:11][C@H:8]([CH:9]=[O:10])[CH2:7][C:6](=[N:34][NH:35][C:36]([NH2:38])=[O:37])[OH:5])=[O:33])[CH2:29][CH:30]([CH3:32])[CH3:31])=[O:28])[C:27]2[C:22](=[CH:23][CH:24]=[CH:25][CH:26]=2)[CH:21]=[CH:20][CH:19]=1. The catalyst class is: 2. (4) Reactant: Br[C:2]1[CH:32]=[CH:31][C:5]2[N:6]=[C:7]([NH:9][C:10]3[CH:15]=[C:14]([CH2:16][N:17]4[CH2:22][CH2:21][CH2:20][CH2:19][CH2:18]4)[N:13]=[C:12]([NH:23][C@H:24]4[CH2:29][CH2:28][C@H:27]([OH:30])[CH2:26][CH2:25]4)[N:11]=3)[S:8][C:4]=2[CH:3]=1.[C:33]1(=[O:39])[NH:37][C:36](=[O:38])[CH2:35][CH2:34]1.C(=O)([O-])[O-].[Cs+].[Cs+].CNCCNC. Product: [OH:30][C@H:27]1[CH2:28][CH2:29][C@H:24]([NH:23][C:12]2[N:11]=[C:10]([NH:9][C:7]3[S:8][C:4]4[CH:3]=[C:2]([N:37]5[C:33](=[O:39])[CH2:34][CH2:35][C:36]5=[O:38])[CH:32]=[CH:31][C:5]=4[N:6]=3)[CH:15]=[C:14]([CH2:16][N:17]3[CH2:22][CH2:21][CH2:20][CH2:19][CH2:18]3)[N:13]=2)[CH2:25][CH2:26]1. The catalyst class is: 590. (5) Reactant: CS(C)=O.[CH:5]12[CH2:11][CH:8]([CH:9]=[CH:10]1)[CH2:7][CH:6]2[CH2:12][OH:13].[OH-].[K+].[C:16]([F:31])([O:20][C:21]([F:30])([F:29])[C:22]([F:28])([F:27])[C:23]([F:26])([F:25])[F:24])=[C:17]([F:19])[F:18]. Product: [F:19][C:17]([F:18])([O:13][CH2:12][CH:6]1[CH2:7][CH:8]2[CH2:11][CH:5]1[CH:10]=[CH:9]2)[CH:16]([F:31])[O:20][C:21]([F:29])([F:30])[C:22]([F:27])([F:28])[C:23]([F:24])([F:25])[F:26]. The catalyst class is: 6.